From a dataset of Full USPTO retrosynthesis dataset with 1.9M reactions from patents (1976-2016). Predict the reactants needed to synthesize the given product. (1) Given the product [ClH:52].[ClH:52].[CH2:19]([N:21]1[CH2:26][CH2:25][N:24]([C:27]2[N:28]=[C:29]([C:36]3[CH:37]=[CH:38][C:39]([C@H:42]4[CH2:47][C@@H:46]([OH:48])[CH2:45][CH2:44][O:43]4)=[CH:40][CH:41]=3)[CH:30]=[C:31]3[CH:35]=[CH:34][S:33][C:32]=23)[CH2:23][CH2:22]1)[CH3:20], predict the reactants needed to synthesize it. The reactants are: C(N1CCN(C2N=C(Br)C=C3C=CSC=23)CC1)C.[CH2:19]([N:21]1[CH2:26][CH2:25][N:24]([C:27]2[N:28]=[C:29]([C:36]3[CH:41]=[CH:40][C:39]([C@H:42]4[CH2:47][C@@H:46]([O:48]C(=O)C)[CH2:45][CH2:44][O:43]4)=[CH:38][CH:37]=3)[CH:30]=[C:31]3[CH:35]=[CH:34][S:33][C:32]=23)[CH2:23][CH2:22]1)[CH3:20].[ClH:52]. (2) Given the product [N:28]12[CH2:49][CH2:50][CH:51]([CH2:31][CH2:29]1)[CH:26]([C@@H:10]1[NH:9][CH2:21][C:19]3=[C:20]4[C:15](=[CH:16][CH:17]=[CH:18]3)[CH:14]=[CH:13][N:12]4[C:11]1=[O:55])[CH2:25]2, predict the reactants needed to synthesize it. The reactants are: N12CCC(CC1)[C@H]([NH:9][CH2:10][CH2:11][N:12]1[C:20]3[C:15](=[CH:16][CH:17]=[CH:18][C:19]=3[C:21]([O-])=O)[CH:14]=[CH:13]1)C2.[Li+].[CH:25]([N:28](CC)[CH:29]([CH3:31])C)(C)[CH3:26].CCCP1(OP(CCC)(=O)OP([CH2:49][CH2:50][CH3:51])(=O)O1)=O.CN(C)C=[O:55]. (3) Given the product [C:17]([O:16][C:13](=[O:15])[CH2:14][C:6]([C:5]1[CH:10]=[CH:11][CH:12]=[C:3]([C:1]#[N:2])[CH:4]=1)=[O:8])([CH3:20])([CH3:19])[CH3:18], predict the reactants needed to synthesize it. The reactants are: [C:1]([C:3]1[CH:4]=[C:5]([CH:10]=[CH:11][CH:12]=1)[C:6]([O:8]C)=O)#[N:2].[C:13]([O:16][C:17]([CH3:20])([CH3:19])[CH3:18])(=[O:15])[CH3:14].[Li]. (4) Given the product [NH2:1][C:2]1[C:11]([CH3:12])=[CH:10][C:9]([C:14]#[N:15])=[CH:8][C:3]=1[C:4]([NH:6][CH3:7])=[O:5], predict the reactants needed to synthesize it. The reactants are: [NH2:1][C:2]1[C:11]([CH3:12])=[CH:10][C:9](Br)=[CH:8][C:3]=1[C:4]([NH:6][CH3:7])=[O:5].[C-:14]#[N:15].[Na+]. (5) Given the product [CH2:1]([C:3]1[CH:4]=[CH:5][C:6]([CH2:7][S:8][C:9]2[CH:10]=[C:11]([OH:19])[C:12](=[O:18])[NH:13][CH:14]=2)=[CH:23][CH:24]=1)[CH3:2], predict the reactants needed to synthesize it. The reactants are: [CH2:1]([C:3]1[CH:24]=[CH:23][C:6]([CH2:7][S:8][C:9]2[CH:10]=[C:11]([O:19]COC)[C:12](=[O:18])[N:13](COC)[CH:14]=2)=[CH:5][CH:4]=1)[CH3:2].Cl. (6) The reactants are: [CH3:1][C:2]1[C:6]([CH2:7][N:8]2[CH:12]=[C:11]([N:13]3[C:17](=[O:18])[CH2:16][NH:15][C:14]3=[O:19])[CH:10]=[N:9]2)=[C:5]([CH3:20])[O:4][N:3]=1.[CH3:21][O:22][C:23]1[N:28]=[C:27]([CH2:29]O)[CH:26]=[CH:25][CH:24]=1.C(P(CCCC)CCCC)CCC. Given the product [CH3:1][C:2]1[C:6]([CH2:7][N:8]2[CH:12]=[C:11]([N:13]3[C:17](=[O:18])[CH2:16][N:15]([CH2:29][C:27]4[CH:26]=[CH:25][CH:24]=[C:23]([O:22][CH3:21])[N:28]=4)[C:14]3=[O:19])[CH:10]=[N:9]2)=[C:5]([CH3:20])[O:4][N:3]=1, predict the reactants needed to synthesize it. (7) Given the product [OH:29][CH:28]([C:30]1[CH:35]=[CH:34][C:33]([C:36]2[N:40]=[C:39]([C:41]3[C:45]([CH2:46][CH2:47][CH3:48])=[C:44]([C:49]4[CH:54]=[CH:53][CH:52]=[CH:51][CH:50]=4)[O:43][N:42]=3)[O:38][N:37]=2)=[CH:32][CH:31]=1)[CH2:27][N:13]1[CH2:18][CH2:25][CH2:24][C@@H:23]([CH2:6][C:7]([OH:2])=[O:8])[CH2:22]1, predict the reactants needed to synthesize it. The reactants are: Cl.[O:2]1[CH2:7][CH2:6]OCC1.[OH-:8].C([N+:13]([CH2:22][CH2:23][CH2:24][CH3:25])([CH2:18]CCC)CCCC)CCC.Br[CH2:27][CH:28]([C:30]1[CH:35]=[CH:34][C:33]([C:36]2[N:40]=[C:39]([C:41]3[C:45]([CH2:46][CH2:47][CH3:48])=[C:44]([C:49]4[CH:54]=[CH:53][CH:52]=[CH:51][CH:50]=4)[O:43][N:42]=3)[O:38][N:37]=2)=[CH:32][CH:31]=1)[OH:29].